Dataset: Forward reaction prediction with 1.9M reactions from USPTO patents (1976-2016). Task: Predict the product of the given reaction. (1) Given the reactants O[CH:2]([C:4]1[CH:27]=[CH:26][C:7]([CH2:8][O:9][C:10]2[CH:15]=[CH:14][C:13]([C@@H:16]([C:23]#[C:24][CH3:25])[CH2:17][C:18]([O:20][CH2:21][CH3:22])=[O:19])=[CH:12][CH:11]=2)=[CH:6][CH:5]=1)[CH3:3].C1(P(C2C=CC=CC=2)C2C=CC=CC=2)C=CC=CC=1.C(Br)(Br)(Br)[Br:48], predict the reaction product. The product is: [Br:48][CH:2]([C:4]1[CH:27]=[CH:26][C:7]([CH2:8][O:9][C:10]2[CH:15]=[CH:14][C:13]([C@@H:16]([C:23]#[C:24][CH3:25])[CH2:17][C:18]([O:20][CH2:21][CH3:22])=[O:19])=[CH:12][CH:11]=2)=[CH:6][CH:5]=1)[CH3:3]. (2) Given the reactants [Br:1][C:2]1[CH:3]=[C:4]2[N:12]([CH3:13])[CH:11]=[CH:10][C:5]2=[N:6][C:7]=1[C:8]#[N:9].[CH3:14][Mg]Cl.C1COCC1.C[O-].[Na+].[BH4-].[Na+].[BH4-], predict the reaction product. The product is: [Br:1][C:2]1[CH:3]=[C:4]2[N:12]([CH3:13])[CH:11]=[CH:10][C:5]2=[N:6][C:7]=1[CH:8]([NH2:9])[CH3:14].